Predict which catalyst facilitates the given reaction. From a dataset of Catalyst prediction with 721,799 reactions and 888 catalyst types from USPTO. (1) Reactant: ClC1C=CC=C(C(OO)=O)C=1.[C:12]([NH2:31])(=[O:30])[CH2:13][CH2:14][CH2:15][CH2:16][CH2:17][CH2:18][CH2:19]/C=C\CCCCCCCC.S([O-])([O-])(=O)=S.[Na+].[Na+]. Product: [C:12]([NH2:31])(=[O:30])[CH2:13][CH2:14][CH2:15][CH2:16][CH2:17][CH2:18][CH3:19]. The catalyst class is: 2. (2) Reactant: [CH3:1][C:2]1[CH:7]=[CH:6][C:5]([CH3:8])=[CH:4][C:3]=1[OH:9].[C:10](=O)([O-])[O-].[K+].[K+].S(OC)(OC)(=O)=O. Product: [CH3:10][O:9][C:3]1[CH:4]=[C:5]([CH3:8])[CH:6]=[CH:7][C:2]=1[CH3:1]. The catalyst class is: 21.